From a dataset of Reaction yield outcomes from USPTO patents with 853,638 reactions. Predict the reaction yield, written as a fraction of the theoretical maximum amount of product (1.0 means a 100% yield; for example, 0.34 means a 34% yield). (1) The product is [O:1]1[CH2:6][CH2:5][N:4]([C:7]2[N:12]=[C:11]([N:13]3[CH2:14][CH2:15][O:16][CH2:17][CH2:18]3)[N:10]=[C:9]([C:19]3[CH:24]=[CH:23][C:22]([NH:25][C:26]([NH:27][C:28]4[CH:36]=[CH:35][C:31]([C:32]([N:75]5[CH2:76][CH2:77][N:72]([CH3:71])[CH2:73][CH2:74]5)=[O:33])=[CH:30][CH:29]=4)=[O:37])=[CH:21][CH:20]=3)[N:8]=2)[CH2:3][CH2:2]1. The yield is 0.540. The reactants are [O:1]1[CH2:6][CH2:5][N:4]([C:7]2[N:12]=[C:11]([N:13]3[CH2:18][CH2:17][O:16][CH2:15][CH2:14]3)[N:10]=[C:9]([C:19]3[CH:24]=[CH:23][C:22]([NH:25][C:26](=[O:37])[NH:27][C:28]4[CH:36]=[CH:35][C:31]([C:32](O)=[O:33])=[CH:30][CH:29]=4)=[CH:21][CH:20]=3)[N:8]=2)[CH2:3][CH2:2]1.CCN(C(C)C)C(C)C.CN(C(ON1N=NC2C=CC=CC1=2)=[N+](C)C)C.F[P-](F)(F)(F)(F)F.[CH3:71][N:72]1[CH2:77][CH2:76][NH:75][CH2:74][CH2:73]1. The catalyst is CN1C(=O)CCC1. (2) The reactants are Cl[CH2:2][C:3]1[CH:8]=[C:7]([C:9]([NH:11][C:12]2[S:13][C:14]([C:22](=[O:29])[C:23]3[CH:28]=[CH:27][CH:26]=[CH:25][CH:24]=3)=[C:15]([C:17]3[O:18][CH:19]=[CH:20][CH:21]=3)[N:16]=2)=[O:10])[CH:6]=[CH:5][N:4]=1.O.[CH3:31][NH:32][CH3:33]. The catalyst is CO. The product is [C:22]([C:14]1[S:13][C:12]([NH:11][C:9]([C:7]2[CH:6]=[CH:5][N:4]=[C:3]([CH2:2][N:32]([CH3:33])[CH3:31])[CH:8]=2)=[O:10])=[N:16][C:15]=1[C:17]1[O:18][CH:19]=[CH:20][CH:21]=1)(=[O:29])[C:23]1[CH:28]=[CH:27][CH:26]=[CH:25][CH:24]=1. The yield is 0.410. (3) The reactants are [Cl:1][C:2]1[CH:3]=[CH:4][C:5]([CH2:8][O:9][C:10]2[CH:15]=[CH:14][NH:13][C:12](=[O:16])[CH:11]=2)=[N:6][CH:7]=1.Br[C:18]1[CH:19]=[CH:20][C:21]([N:24]2[CH2:28][CH2:27][CH:26]([N:29]([CH3:31])[CH3:30])[CH2:25]2)=[N:22][CH:23]=1.[C@@H]1(N)CCCC[C@H]1N.C([O-])([O-])=O.[K+].[K+]. The catalyst is O1CCOCC1.[Cu]I. The product is [Cl:1][C:2]1[CH:3]=[CH:4][C:5]([CH2:8][O:9][C:10]2[CH:15]=[CH:14][N:13]([C:18]3[CH:23]=[N:22][C:21]([N:24]4[CH2:28][CH2:27][CH:26]([N:29]([CH3:31])[CH3:30])[CH2:25]4)=[CH:20][CH:19]=3)[C:12](=[O:16])[CH:11]=2)=[N:6][CH:7]=1. The yield is 0.100. (4) The reactants are [CH:1]1([C:6]2[S:7][C:8]([C:11]3[CH:16]=[CH:15][CH:14]=[CH:13][C:12]=3[N+:17]([O-])=O)=[N:9][N:10]=2)[CH2:5][CH2:4][CH2:3][CH2:2]1.[Cl-].[NH4+]. The catalyst is C(O)(C)C.O.[Fe]. The product is [CH:1]1([C:6]2[S:7][C:8]([C:11]3[CH:16]=[CH:15][CH:14]=[CH:13][C:12]=3[NH2:17])=[N:9][N:10]=2)[CH2:2][CH2:3][CH2:4][CH2:5]1. The yield is 0.930. (5) The reactants are [N+:1]([C:4]1[CH:5]=[C:6]2[C:11](=[CH:12][CH:13]=1)[O:10][CH:9]=[CH:8][C:7]2=[O:14])([O-])=O. The catalyst is CO.C(OCC)(=O)C.[Pd]. The product is [NH2:1][C:4]1[CH:5]=[C:6]2[C:11](=[CH:12][CH:13]=1)[O:10][CH:9]=[CH:8][C:7]2=[O:14]. The yield is 0.940. (6) The reactants are [N:1]1([CH2:7][CH2:8][O:9][C:10]2[CH:11]=[C:12]([C:16]3[N:20]4[CH:21]=[C:22]([S:25][C:26]5[CH:31]=[CH:30][C:29]([NH2:32])=[CH:28][CH:27]=5)[CH:23]=[CH:24][C:19]4=[N:18][N:17]=3)[CH:13]=[CH:14][CH:15]=2)[CH2:6][CH2:5][O:4][CH2:3][CH2:2]1.ClC(Cl)(Cl)C[O:36][C:37]([NH:39][C:40]1[N:44]([C:45]2[CH:50]=[CH:49][C:48]([CH3:51])=[CH:47][CH:46]=2)[N:43]=[C:42]([C:52]([CH3:55])([CH3:54])[CH3:53])[CH:41]=1)=O.CCN(C(C)C)C(C)C. The catalyst is CS(C)=O. The product is [C:52]([C:42]1[CH:41]=[C:40]([NH:39][C:37]([NH:32][C:29]2[CH:28]=[CH:27][C:26]([S:25][C:22]3[CH:23]=[CH:24][C:19]4[N:20]([C:16]([C:12]5[CH:13]=[CH:14][CH:15]=[C:10]([O:9][CH2:8][CH2:7][N:1]6[CH2:2][CH2:3][O:4][CH2:5][CH2:6]6)[CH:11]=5)=[N:17][N:18]=4)[CH:21]=3)=[CH:31][CH:30]=2)=[O:36])[N:44]([C:45]2[CH:50]=[CH:49][C:48]([CH3:51])=[CH:47][CH:46]=2)[N:43]=1)([CH3:55])([CH3:53])[CH3:54]. The yield is 0.410.